Dataset: Full USPTO retrosynthesis dataset with 1.9M reactions from patents (1976-2016). Task: Predict the reactants needed to synthesize the given product. (1) The reactants are: [F:1][C:2]1[CH:7]=[CH:6][C:5]([C:8]2[C:9](=[O:26])[C:10]([C:23]([OH:25])=O)=[CH:11][N:12]([CH2:14][CH2:15][O:16][CH:17]3[CH2:22][CH2:21][CH2:20][CH2:19][O:18]3)[CH:13]=2)=[CH:4][CH:3]=1.C1C=NC2N(O)N=NC=2C=1.CN(C(ON1N=NC2C=CC=NC1=2)=[N+](C)C)C.F[P-](F)(F)(F)(F)F.CCN(C(C)C)C(C)C.[NH2:70][C:71]1[CH:76]=[CH:75][C:74]([C:77]2[C:78]([NH2:93])=[N:79][CH:80]=[C:81]([C:83]3[CH:88]=[CH:87][C:86]([O:89][CH3:90])=[C:85]([O:91][CH3:92])[CH:84]=3)[CH:82]=2)=[CH:73][CH:72]=1. Given the product [NH2:93][C:78]1[C:77]([C:74]2[CH:73]=[CH:72][C:71]([NH:70][C:23]([C:10]3[C:9](=[O:26])[C:8]([C:5]4[CH:6]=[CH:7][C:2]([F:1])=[CH:3][CH:4]=4)=[CH:13][N:12]([CH2:14][CH2:15][O:16][CH:17]4[CH2:22][CH2:21][CH2:20][CH2:19][O:18]4)[CH:11]=3)=[O:25])=[CH:76][CH:75]=2)=[CH:82][C:81]([C:83]2[CH:88]=[CH:87][C:86]([O:89][CH3:90])=[C:85]([O:91][CH3:92])[CH:84]=2)=[CH:80][N:79]=1, predict the reactants needed to synthesize it. (2) Given the product [OH:26][C@@H:18]1[CH2:19][C:20]2[C:25](=[CH:24][CH:23]=[CH:22][CH:21]=2)[C@@H:17]1[NH:16][C:9](=[O:10])[O:11][C:12]([CH3:13])([CH3:14])[CH3:15], predict the reactants needed to synthesize it. The reactants are: [C:12]([O:11][C:9](O[C:9]([O:11][C:12]([CH3:15])([CH3:14])[CH3:13])=[O:10])=[O:10])([CH3:15])([CH3:14])[CH3:13].[NH2:16][C@H:17]1[C:25]2[C:20](=[CH:21][CH:22]=[CH:23][CH:24]=2)[CH2:19][C@H:18]1[OH:26].C(N(CC)CC)C. (3) The reactants are: [H-].[Na+].[Br:3][C:4]1[CH:5]=[C:6]2[C:10](=[CH:11][CH:12]=1)[NH:9][N:8]=[CH:7]2.S(O[CH2:24][CH:25]1[CH2:30][CH2:29][N:28]([C:31]([O:33][CH2:34][C:35]2[CH:40]=[CH:39][CH:38]=[CH:37][CH:36]=2)=[O:32])[CH2:27][CH2:26]1)(C1C=CC(C)=CC=1)(=O)=O.C(OCC)(=O)C.CCCCCC. Given the product [Br:3][C:4]1[CH:5]=[C:6]2[C:10](=[CH:11][CH:12]=1)[N:9]([CH2:24][CH:25]1[CH2:30][CH2:29][N:28]([C:31]([O:33][CH2:34][C:35]3[CH:36]=[CH:37][CH:38]=[CH:39][CH:40]=3)=[O:32])[CH2:27][CH2:26]1)[N:8]=[CH:7]2, predict the reactants needed to synthesize it. (4) Given the product [Cl:1][C:2]1[CH:3]=[C:4]2[C:8](=[C:9]([C:11]([O:13][CH3:14])=[O:12])[CH:10]=1)[N:7]([CH2:21][CH:22]([O:25][CH3:26])[O:23][CH3:24])[CH:6]=[C:5]2[CH3:15], predict the reactants needed to synthesize it. The reactants are: [Cl:1][C:2]1[CH:3]=[C:4]2[C:8](=[C:9]([C:11]([O:13][CH3:14])=[O:12])[CH:10]=1)[NH:7][CH:6]=[C:5]2[CH3:15].[H-].[Na+].[I-].[K+].Br[CH2:21][CH:22]([O:25][CH3:26])[O:23][CH3:24].